From a dataset of Experimentally validated miRNA-target interactions with 360,000+ pairs, plus equal number of negative samples. Binary Classification. Given a miRNA mature sequence and a target amino acid sequence, predict their likelihood of interaction. (1) The miRNA is hsa-miR-4735-5p with sequence CCUAAUUUGAACACCUUCGGUA. The protein sequence of the target gene is MVAVAAAAATEARLRGSTTATAAPAGRKGRQHRPCTATGAWRPGPRARLCLPRVLSRALPPPPLLPLLFSLLLLPLPREAEAAAVAAAVSGSAAAEAKECDRPCVNGGRCNPGTGQCVCPTGWVGEQCQHCGGRFRLTGSSGFVTDGPGNYKYKTKCTWLIEGQPNRIMRLRFNHFATECSWDHLYVYDGDSIYAPLIAAFSGLIVPERDGNETAPEVTVTSGYALLHFFSDAAYNLTGFNITYNFDMCPNNCSGRGECKSSNSSSAVECECSENWKGESCDIPHCTDNCGFPHRGICNA.... Result: 0 (no interaction). (2) The miRNA is hsa-miR-548f-3p with sequence AAAAACUGUAAUUACUUUU. The protein sequence of the target gene is MALAMLVLVVSPWSAARGVLRNYWERLLRKLPQSRPGFPSPPWGPALAVQGPAMFTEPANDTSGSKENSSLLDSIFWMAAPKNRRTIEVNRCRRRNPQKLIKVKNNIDVCPECGHLKQKHVLCAYCYEKVCKETAEIRRQIGKQEGGPFKAPTIETVVLYTGETPSEQDQGKRIIERDRKRPSWFTQN. Result: 0 (no interaction). (3) The miRNA is hsa-miR-412-3p with sequence ACUUCACCUGGUCCACUAGCCGU. The protein sequence of the target gene is MAADGVDERSPLLSASHSGNVTPTAPPYLQESSPRAELPPPYTAIASPDASGIPVINCRVCQSLINLDGKLHQHVVKCTVCNEATPIKNPPTGKKYVRCPCNCLLICKDTSRRIGCPRPNCRRIINLGPVMLISEEQPAQPALPIQPEGTRVVCGHCGNTFLWMELRFNTLAKCPHCKKISSVGSALPRRRCCAYITIGMICIFIGVGLTVGTPDFARRFRATYVSWAIAYLLGLICLIRACYWGAIRVSYPEHSFA. Result: 1 (interaction). (4) The miRNA is hsa-miR-552-3p with sequence AACAGGUGACUGGUUAGACAA. The protein sequence of the target gene is MASDLDFSPPEVPEPTFLENLLRYGLFLGAIFQLICVLAIIVPIPKSHEAEAEPSEPRSAEVTRKPKAAVPSVNKRPKKETKKKR. Result: 1 (interaction). (5) The miRNA is hsa-miR-1343-3p with sequence CUCCUGGGGCCCGCACUCUCGC. The protein sequence of the target gene is MSRIESLTRARIDRSKEQATKTREKEKMKEAKDARYTNGHLFTTISVSGMTMCYACNKSITAKEALICPTCNVTIHNRCKDTLANCTKVKQKQQKAALLRNNTALQSVSLRSKTTTRERPTSAIYPSDSFRQSLLGSRRGLSSLSLAKSVSTTNIAGHFNDESPLGLRQILSQSTDSLNMRNRTLSVESLIDEGVEVFYNELMSDFEMDEKDFEADSWSLAVDSSFLQQHKKEVMKKQDVIYELIQTELHHVRTLKIMTRLFRTGMLEELQMEPEVVQGLFPCVDELSDIHTRFLNQLLE.... Result: 0 (no interaction). (6) The miRNA is hsa-miR-34a-5p with sequence UGGCAGUGUCUUAGCUGGUUGU. The protein sequence of the target gene is MLRLLGRVMSFLPMPPPPPPPPPPPRTPGGPAARQLSRRPCAPPAPSPPAASAAGGEKKRRPPEMLLSSSWPSATLKRPPVRRGPGLGSGTPQPATSARVPPQPSPGRGGTSTTCSAPRRVACSHIPAGSTASGTSAGAGAGPDDATRFSLNLTPEAILVIQRRHLEKQLLARPRRPFPTPSADPRLPLVPCPRTRASTLRRGGPTSVPNAPLAVAVSSRPPRASLLPGGLQATLPSPCPSSLRPVLKVSLLNEKHKYDDEEYEEEVEVVDEGLVRKCTEWLRGVESAAAARGRTGHLDS.... Result: 0 (no interaction). (7) The miRNA is hsa-miR-211-5p with sequence UUCCCUUUGUCAUCCUUCGCCU. The protein sequence of the target gene is MGKDYYKILGIPSGANEDEIKKAYRKMALKYHPDKNKEPNAEEKFKEIAEAYDVLSDPKKRGLYDQYGEEGLKTGGGTSGGSSGSFHYTFHGDPHATFASFFGGSNPFDIFFASSRSTRPFSGFDPDDMDVDEDEDPFGAFGRFGFNGLSRGPRRAPEPLYPRRKVQDPPVVHELRVSLEEIYHGSTKRMKITRRRLNPDGRTVRTEDKILHIVIKRGWKEGTKITFPKEGDATPDNIPADIVFVLKDKPHAHFRRDGTNVLYSALISLKEALCGCTVNIPTIDGRVIPLPCNDVIKPGT.... Result: 1 (interaction). (8) The miRNA is hsa-miR-4295 with sequence CAGUGCAAUGUUUUCCUU. The protein sequence of the target gene is MAASRSAGEAGPGGSQGRVVRMKRRGGRGPRRGPAGGGEKALKRLKLAVEEFVHATSEGEAPGGCEGRGAPVSFRPGGRKSRKELRKEKRHLRKARRLQRTAGPEQGPGLGGRSGAEEASGHRQDTEERARPAPSRDPSPPRKPRPSRVKAKATAATAKTRPSAAATAAARKRALLAANEEEDREIRKLERCLGLNKRKKKDGSSSVPLSFARDGLDYILGALESGKNSGLYDSSGEEEEDAGQTLPESDLESDSQDESEEEEEGDVEKEKKAQEAEAQSEDDDEDTEEEQGEEKEKGAQ.... Result: 1 (interaction). (9) The miRNA is hsa-miR-208a-3p with sequence AUAAGACGAGCAAAAAGCUUGU. The protein sequence of the target gene is MAANSSGQGFQNKNRVAILAELDKEKRKLLMQNQSSTNHPGASIALSRPSLNKDFRDHAEQQHIAAQQKAALQHAHAHSSGYFITQDSAFGNLILPVLPRLDPE. Result: 1 (interaction). (10) The miRNA is hsa-miR-4291 with sequence UUCAGCAGGAACAGCU. The protein sequence of the target gene is MSWMFKRDPVWKYLQTVQYGVHGNFPRLSYPTFFPRFEFQDVIPPDDFLTSDEEVDSVLFGSLRGHVVGLRYYTGVVNNNEMVALQRDPNNPYDKNAIKVNNVNGNQVGHLKKELAGALAYIMDNKLAQIEGVVPFGANNAFTMPLHMTFWGKEENRKAVSDQLKKHGFKLGPAPKTLGFNLESGWGSGRAGPSYSMPVHAAVQMTTEQLKTEFDKLFEDLKEDDKTHEMEPAEAIETPLLPHQKQALAWMVSRENSKELPPFWEQRNDLYYNTITNFSEKDRPENVHGGILADDMGLGK.... Result: 0 (no interaction).